Dataset: Forward reaction prediction with 1.9M reactions from USPTO patents (1976-2016). Task: Predict the product of the given reaction. Given the reactants CS(O)(=O)=O.O=P12OP3(OP(OP(O3)(O1)=O)(=O)O2)=O.[CH:20]1[C:28]2[C:27]3[CH:29]=[CH:30][CH:31]=[CH:32][C:26]=3[S:25](=O)[C:24]=2[CH:23]=[CH:22][CH:21]=1.[CH3:34][C:35]1[CH:40]=[CH:39][CH:38]=[C:37]([CH3:41])[C:36]=1[OH:42].[Br-:43].[K+], predict the reaction product. The product is: [Br-:43].[OH:42][C:36]1[C:37]([CH3:41])=[CH:38][C:39]([S+:25]2[C:24]3[CH:23]=[CH:22][CH:21]=[CH:20][C:28]=3[C:27]3[CH:29]=[CH:30][CH:31]=[CH:32][C:26]2=3)=[CH:40][C:35]=1[CH3:34].